This data is from Retrosynthesis with 50K atom-mapped reactions and 10 reaction types from USPTO. The task is: Predict the reactants needed to synthesize the given product. (1) Given the product FC(F)(F)c1nnc2n1N=C(N1CCC(c3c[nH]c4ccccc34)CC1)CC2, predict the reactants needed to synthesize it. The reactants are: FC(F)(F)c1nnc2n1N=C(N1CC=C(c3c[nH]c4ccccc34)CC1)CC2. (2) Given the product Nc1ccc(-c2cc(Cc3ccc(OCc4ccc(F)cn4)cc3)no2)cn1, predict the reactants needed to synthesize it. The reactants are: Fc1ccc(CCl)nc1.Nc1ccc(-c2cc(Cc3ccc(O)cc3)no2)cn1. (3) Given the product CC(=NO)c1cccc(NC(=O)OCc2ccccc2)c1, predict the reactants needed to synthesize it. The reactants are: CC(=NO)c1cccc(N)c1.O=C(Cl)OCc1ccccc1. (4) Given the product CCOC(=O)N=C(N)c1ccc(CNC(=O)C(OCC)c2c(F)cc(-c3ccc(N)nc3)cc2F)cc1, predict the reactants needed to synthesize it. The reactants are: CCOC(=O)Cl.CCOC(C(=O)NCc1ccc(C(=N)N)cc1)c1c(F)cc(-c2ccc(N)nc2)cc1F. (5) Given the product O=S1(=O)N=C(Nc2ccc(Br)cc2)c2ccccc21, predict the reactants needed to synthesize it. The reactants are: Nc1ccc(Br)cc1.O=S1(=O)N=C(Cl)c2ccccc21.